From a dataset of Forward reaction prediction with 1.9M reactions from USPTO patents (1976-2016). Predict the product of the given reaction. (1) Given the reactants Br[C:2]1[CH:3]=[C:4]([S:8]([CH2:11][C:12]2[CH:17]=[CH:16][CH:15]=[CH:14][C:13]=2[O:18][CH3:19])(=O)=O)[CH:5]=[CH:6][CH:7]=1.[CH2:20]([NH:23][C:24](=[O:29])[C:25]([F:28])([F:27])[F:26])[CH:21]=[CH2:22], predict the reaction product. The product is: [F:26][C:25]([F:28])([F:27])[C:24]([NH:23][CH2:20]/[CH:21]=[CH:22]/[C:2]1[CH:7]=[CH:6][CH:5]=[C:4]([S:8][CH2:11][C:12]2[CH:17]=[CH:16][CH:15]=[CH:14][C:13]=2[O:18][CH3:19])[CH:3]=1)=[O:29]. (2) Given the reactants [OH:1][C:2]([CH3:26])([CH3:25])[C:3]#[C:4][C:5]1[CH:6]=[C:7]2[C:18]3([CH2:22][O:21][C:20]([NH2:23])=[N:19]3)[C:17]3[C:12](=[N:13][CH:14]=[C:15]([Br:24])[CH:16]=3)[O:11][C:8]2=[CH:9][CH:10]=1.CO.[CH3:29]S(O)(=O)=O.C(OCC)(=O)C, predict the reaction product. The product is: [CH3:29][O:1][C:2]([CH3:26])([CH3:25])[C:3]#[C:4][C:5]1[CH:6]=[C:7]2[C:18]3([CH2:22][O:21][C:20]([NH2:23])=[N:19]3)[C:17]3[C:12](=[N:13][CH:14]=[C:15]([Br:24])[CH:16]=3)[O:11][C:8]2=[CH:9][CH:10]=1. (3) Given the reactants Cl.Cl.[Cl:3][C:4]1[C:8]([Cl:9])=[C:7]([CH3:10])[NH:6][C:5]=1[C:11]([NH:13][C@H:14]1[CH2:19][CH2:18][NH:17][CH2:16][C@H:15]1[N:20]1[CH:24]=[CH:23][N:22]=[CH:21]1)=[O:12].Br[C:26]1[S:27][C:28]2[C:34]([C:35]([O:37][CH2:38][CH3:39])=[O:36])=[CH:33][CH:32]=[CH:31][C:29]=2[N:30]=1.CCN(C(C)C)C(C)C, predict the reaction product. The product is: [Cl:3][C:4]1[C:8]([Cl:9])=[C:7]([CH3:10])[NH:6][C:5]=1[C:11]([NH:13][C@H:14]1[CH2:19][CH2:18][N:17]([C:26]2[S:27][C:28]3[C:34]([C:35]([O:37][CH2:38][CH3:39])=[O:36])=[CH:33][CH:32]=[CH:31][C:29]=3[N:30]=2)[CH2:16][C@H:15]1[N:20]1[CH:24]=[CH:23][N:22]=[CH:21]1)=[O:12]. (4) Given the reactants [NH2:1][C:2]1[CH:3]=[CH:4][C:5]([O:8][C:9](=[O:18])[N:10]([CH3:17])[C:11]2[CH:16]=[CH:15][CH:14]=[CH:13][CH:12]=2)=[N:6][CH:7]=1.C1C=C(O[C:26](OC2N=CC=CC=2)=[S:27])N=CC=1.[NH2:35][C:36]([CH3:40])([CH3:39])[CH2:37][OH:38], predict the reaction product. The product is: [OH:38][CH2:37][C:36]([NH:35][C:26](=[S:27])[NH:1][C:2]1[CH:3]=[CH:4][C:5]([O:8][C:9](=[O:18])[N:10]([CH3:17])[C:11]2[CH:16]=[CH:15][CH:14]=[CH:13][CH:12]=2)=[N:6][CH:7]=1)([CH3:40])[CH3:39]. (5) Given the reactants [F:1][C:2]1[CH:7]=[CH:6][C:5]([S:8](Cl)(=[O:10])=[O:9])=[CH:4][CH:3]=1.[CH3:12][C:13]1([CH3:27])[C:17]([CH3:19])([CH3:18])[O:16][B:15]([C:20]2[CH:26]=[CH:25][C:23]([NH2:24])=[CH:22][CH:21]=2)[O:14]1.C(OCC)(=O)C, predict the reaction product. The product is: [F:1][C:2]1[CH:7]=[CH:6][C:5]([S:8]([NH:24][C:23]2[CH:22]=[CH:21][C:20]([B:15]3[O:16][C:17]([CH3:19])([CH3:18])[C:13]([CH3:27])([CH3:12])[O:14]3)=[CH:26][CH:25]=2)(=[O:10])=[O:9])=[CH:4][CH:3]=1. (6) Given the reactants [NH2:1][C:2]1[C:3](I)=[CH:4][C:5]2[C:6]3[CH:7]=[CH:8][N:9]=[C:10]([CH:30]=3)[C@@H:11]([NH:22][C:23](=[O:29])[O:24][C:25]([CH3:28])([CH3:27])[CH3:26])[CH2:12][CH2:13][CH2:14][C@@H:15]([CH3:21])[C:16](=[O:20])[NH:17][C:18]=2[CH:19]=1.[C:32]([O:36][CH3:37])(=[O:35])[CH:33]=[CH2:34].C(N(CCCC)CCCC)CCC, predict the reaction product. The product is: [NH2:1][C:2]1[C:3](/[CH:34]=[CH:33]/[C:32]([O:36][CH3:37])=[O:35])=[CH:4][C:5]2[C:6]3[CH:7]=[CH:8][N:9]=[C:10]([CH:30]=3)[C@@H:11]([NH:22][C:23]([O:24][C:25]([CH3:28])([CH3:27])[CH3:26])=[O:29])[CH2:12][CH2:13][CH2:14][C@@H:15]([CH3:21])[C:16](=[O:20])[NH:17][C:18]=2[CH:19]=1. (7) Given the reactants [C:1]([C:4]1([CH2:7][CH2:8][CH2:9][CH2:10][C:11](=[O:22])[CH2:12][CH2:13][CH2:14][CH2:15][C:16]([CH3:21])([CH3:20])[C:17]([OH:19])=[O:18])[CH2:6][CH2:5]1)([OH:3])=[O:2].[OH-].[Na+].[BH4-].[Na+].Cl, predict the reaction product. The product is: [C:1]([C:4]1([CH2:7][CH2:8][CH2:9][CH2:10][CH:11]([OH:22])[CH2:12][CH2:13][CH2:14][CH2:15][C:16]([CH3:20])([CH3:21])[C:17]([OH:19])=[O:18])[CH2:5][CH2:6]1)([OH:3])=[O:2]. (8) Given the reactants C(=O)([O-])[O-].[K+].[K+].[CH3:7][N:8]1[C:12]([CH3:13])=[N:11][NH:10][C:9]1=[O:14].Br[CH2:16][C:17]([O:19][CH3:20])=[O:18], predict the reaction product. The product is: [CH3:13][C:12]1[N:8]([CH3:7])[C:9](=[O:14])[N:10]([CH2:16][C:17]([O:19][CH3:20])=[O:18])[N:11]=1.